From a dataset of Forward reaction prediction with 1.9M reactions from USPTO patents (1976-2016). Predict the product of the given reaction. (1) Given the reactants C(Cl)Cl.[C:4]([O:8][C:9]([N:11]([CH2:34][C:35]([O:37][C:38]([CH3:41])([CH3:40])[CH3:39])=[O:36])[C:12]1[CH:17]=[CH:16][CH:15]=[C:14]([CH2:18][NH:19][CH2:20][C:21]2[CH:26]=[CH:25][C:24]([C:27]([CH3:33])([CH3:32])[CH2:28][CH2:29][CH2:30][CH3:31])=[CH:23][CH:22]=2)[N:13]=1)=[O:10])([CH3:7])([CH3:6])[CH3:5].[F:42][C:43]1[CH:48]=[CH:47][CH:46]=[CH:45][C:44]=1[S:49](Cl)(=[O:51])=[O:50].C(N(CC)CC)C, predict the reaction product. The product is: [C:4]([O:8][C:9]([N:11]([CH2:34][C:35]([O:37][C:38]([CH3:40])([CH3:39])[CH3:41])=[O:36])[C:12]1[CH:17]=[CH:16][CH:15]=[C:14]([CH:18]([S:49]([C:44]2[CH:45]=[CH:46][CH:47]=[CH:48][C:43]=2[F:42])(=[O:51])=[O:50])[NH:19][CH2:20][C:21]2[CH:26]=[CH:25][C:24]([C:27]([CH3:33])([CH3:32])[CH2:28][CH2:29][CH2:30][CH3:31])=[CH:23][CH:22]=2)[N:13]=1)=[O:10])([CH3:7])([CH3:5])[CH3:6]. (2) Given the reactants [Cl:1][C:2]1[CH:11]=[CH:10][C:5]([C:6]([O:8]C)=O)=[C:4]([NH:12][C:13](=[O:21])[C:14]2[CH:19]=[CH:18][C:17]([Cl:20])=[CH:16][CH:15]=2)[CH:3]=1.[Si:22]([O:29][CH2:30][CH2:31][NH:32][C:33]1[CH:38]=[CH:37][C:36]([NH2:39])=[CH:35][CH:34]=1)([C:25]([CH3:28])([CH3:27])[CH3:26])([CH3:24])[CH3:23].C[Al](C)C, predict the reaction product. The product is: [Si:22]([O:29][CH2:30][CH2:31][NH:32][C:33]1[CH:34]=[CH:35][C:36]([NH:39][C:6](=[O:8])[C:5]2[CH:10]=[CH:11][C:2]([Cl:1])=[CH:3][C:4]=2[NH:12][C:13](=[O:21])[C:14]2[CH:19]=[CH:18][C:17]([Cl:20])=[CH:16][CH:15]=2)=[CH:37][CH:38]=1)([C:25]([CH3:28])([CH3:27])[CH3:26])([CH3:24])[CH3:23].